This data is from Full USPTO retrosynthesis dataset with 1.9M reactions from patents (1976-2016). The task is: Predict the reactants needed to synthesize the given product. (1) Given the product [Cl:1][C:2]1[CH:3]=[C:4]2[NH:26][C:25]([O:27][CH:28]3[CH:32]4[O:33][CH2:34][C@H:35]([OH:36])[CH:31]4[O:30][CH2:29]3)=[N:24][C:5]2=[N:6][C:7]=1[C:8]1[CH:13]=[CH:12][C:11]([C:14]2[CH:19]=[C:18]([F:20])[CH:17]=[C:16]([F:21])[C:15]=2[OH:22])=[CH:10][CH:9]=1, predict the reactants needed to synthesize it. The reactants are: [Cl:1][C:2]1[CH:3]=[C:4]2[NH:26][C:25]([O:27][CH:28]3[CH:32]4[O:33][CH2:34][C@H:35]([OH:36])[CH:31]4[O:30][CH2:29]3)=[N:24][C:5]2=[N:6][C:7]=1[C:8]1[CH:13]=[CH:12][C:11]([C:14]2[CH:19]=[C:18]([F:20])[CH:17]=[C:16]([F:21])[C:15]=2[O:22]C)=[CH:10][CH:9]=1.[Cl-].[Li+]. (2) Given the product [CH3:24][C:8]1[CH:9]=[C:4]([C:3]2[C:2]3[C:18](=[CH:17][CH:16]=[C:15]([CH3:19])[CH:21]=3)[C:13]([CH3:14])=[CH:12][N:11]=2)[CH:5]=[CH:6][CH:7]=1, predict the reactants needed to synthesize it. The reactants are: O[CH:2]([CH3:21])[CH:3]([NH:11][C:12](=O)[C:13]1[CH:18]=[CH:17][CH:16]=[C:15]([CH3:19])[CH:14]=1)[C:4]1[CH:9]=[CH:8][C:7](C)=[CH:6][CH:5]=1.[P+3]=O.[CH2:24]1C2C(CCCC2)CCC1. (3) Given the product [CH2:43]([N:35]([CH2:36][C:37]1[CH:42]=[CH:41][CH:40]=[CH:39][CH:38]=1)[C:30]1[C:29]([F:50])=[C:28]([C:27](=[O:26])[CH2:8][C:6]2[CH:5]=[CH:4][N:3]=[C:2]([F:1])[CH:7]=2)[C:33]([F:34])=[CH:32][CH:31]=1)[C:44]1[CH:45]=[CH:46][CH:47]=[CH:48][CH:49]=1, predict the reactants needed to synthesize it. The reactants are: [F:1][C:2]1[CH:7]=[C:6]([CH3:8])[CH:5]=[CH:4][N:3]=1.C[Si](C)(C)[N-][Si](C)(C)C.[Na+].C([O:26][C:27](=O)[C:28]1[C:33]([F:34])=[CH:32][CH:31]=[C:30]([N:35]([CH2:43][C:44]2[CH:49]=[CH:48][CH:47]=[CH:46][CH:45]=2)[CH2:36][C:37]2[CH:42]=[CH:41][CH:40]=[CH:39][CH:38]=2)[C:29]=1[F:50])C1C=CC=CC=1.[Cl-].[NH4+]. (4) Given the product [O:13]1[CH2:14][CH:15]=[C:16]([C:19]2[N:24]=[C:23]([N:25]3[CH2:26][CH2:27][O:28][CH2:29][CH2:30]3)[N:22]=[C:21]([C:31]3[CH:36]=[CH:35][C:34]([NH:37][C:5]([NH:38][C:39]4[CH:44]=[CH:43][N:42]=[CH:41][CH:40]=4)=[O:11])=[CH:33][CH:32]=3)[N:20]=2)[CH2:17][CH2:18]1, predict the reactants needed to synthesize it. The reactants are: ClC(Cl)(O[C:5](=[O:11])OC(Cl)(Cl)Cl)Cl.[O:13]1[CH2:18][CH:17]=[C:16]([C:19]2[N:24]=[C:23]([N:25]3[CH2:30][CH2:29][O:28][CH2:27][CH2:26]3)[N:22]=[C:21]([C:31]3[CH:36]=[CH:35][C:34]([NH2:37])=[CH:33][CH:32]=3)[N:20]=2)[CH2:15][CH2:14]1.[NH2:38][C:39]1[CH:44]=[CH:43][N:42]=[CH:41][CH:40]=1.CCN(CC)CC. (5) Given the product [CH3:49][O:52][C:6]1[CH:5]=[CH:4][C:3]([NH:8][C:9](=[S:35])[NH:10][C:11]2[CH:16]=[CH:15][C:14]([C:17]3[CH:25]=[C:24]4[C:20]([CH2:21][N:22]([C@@H:27]([CH:32]([CH3:34])[CH3:33])[C:28]([O:30][CH3:31])=[O:29])[C:23]4=[O:26])=[CH:19][CH:18]=3)=[CH:13][CH:12]=2)=[CH:2][CH:7]=1, predict the reactants needed to synthesize it. The reactants are: F[C:2]1[CH:7]=[CH:6][CH:5]=[CH:4][C:3]=1[NH:8][C:9](=[S:35])[NH:10][C:11]1[CH:16]=[CH:15][C:14]([C:17]2[CH:25]=[C:24]3[C:20]([CH2:21][N:22]([C@@H:27]([CH:32]([CH3:34])[CH3:33])[C:28]([O:30][CH3:31])=[O:29])[C:23]3=[O:26])=[CH:19][CH:18]=2)=[CH:13][CH:12]=1.NC1C=CC(C2C=C3C(CN([C@@H](C(C)C)C(OC)=O)[C:49]3=[O:52])=CC=2)=CC=1.COC1C=CC(N=C=S)=CC=1. (6) Given the product [C:1]([O:5][C:6](=[O:7])[N:8]([C:9]1[S:10][C@:11]2([C:25](=[O:27])[N:38]([CH3:39])[CH3:36])[C@H:13]([C@:14]([C:17]3[CH:22]=[CH:21][CH:20]=[C:19]([F:23])[C:18]=3[F:24])([CH3:16])[N:15]=1)[CH2:12]2)[CH2:28][O:29][CH2:30][CH2:31][Si:32]([CH3:33])([CH3:35])[CH3:34])([CH3:4])([CH3:3])[CH3:2], predict the reactants needed to synthesize it. The reactants are: [C:1]([O:5][C:6]([N:8]([CH2:28][O:29][CH2:30][CH2:31][Si:32]([CH3:35])([CH3:34])[CH3:33])[C:9]1[S:10][C@:11]2([C:25]([OH:27])=O)[C@H:13]([C@:14]([C:17]3[CH:22]=[CH:21][CH:20]=[C:19]([F:23])[C:18]=3[F:24])([CH3:16])[N:15]=1)[CH2:12]2)=[O:7])([CH3:4])([CH3:3])[CH3:2].[C:36](N1C=CN=C1)([N:38]1C=CN=[CH:39]1)=O.CNC. (7) The reactants are: [NH2:1][CH2:2][C:3]1[CH:8]=[CH:7][C:6]([N:9]2[CH:12]([C:13]3[CH:18]=[CH:17][C:16]([O:19][CH3:20])=[CH:15][CH:14]=3)[CH:11]([CH2:21][CH2:22][CH:23]([C:25]3[CH:30]=[CH:29][C:28]([F:31])=[CH:27][CH:26]=3)[OH:24])[C:10]2=[O:32])=[CH:5][CH:4]=1.[S:33]([CH2:37][C:38](O)=[O:39])([OH:36])(=[O:35])=[O:34].C(N=C=NC(C)C)(C)C.OC1C2N=NNC=2C=CC=1. Given the product [F:31][C:28]1[CH:27]=[CH:26][C:25]([CH:23]([OH:24])[CH2:22][CH2:21][CH:11]2[C:10](=[O:32])[N:9]([C:6]3[CH:7]=[CH:8][C:3]([CH2:2][NH:1][C:38]([CH2:37][S:33]([OH:36])(=[O:35])=[O:34])=[O:39])=[CH:4][CH:5]=3)[CH:12]2[C:13]2[CH:18]=[CH:17][C:16]([O:19][CH3:20])=[CH:15][CH:14]=2)=[CH:30][CH:29]=1, predict the reactants needed to synthesize it.